Dataset: Full USPTO retrosynthesis dataset with 1.9M reactions from patents (1976-2016). Task: Predict the reactants needed to synthesize the given product. (1) Given the product [Br:1][C:2]1[C:3](=[O:10])[N:4]([CH3:9])[C:5]([NH:15][CH2:14][CH:11]2[CH2:13][CH2:12]2)=[N:6][CH:7]=1, predict the reactants needed to synthesize it. The reactants are: [Br:1][C:2]1[C:3](=[O:10])[N:4]([CH3:9])[C:5](Cl)=[N:6][CH:7]=1.[CH:11]1([CH2:14][NH2:15])[CH2:13][CH2:12]1.C([O-])(O)=O.[Na+]. (2) Given the product [CH2:14]([C@H:6]1[N:5]([CH:16]([CH3:18])[CH3:17])[C:4]2[N:3]=[C:2]([NH:39][C:23]3[CH:24]=[CH:25][C:26]([N:28]4[CH2:33][CH2:32][CH:31]([N:34]5[CH2:38][CH2:37][CH2:36][CH2:35]5)[CH2:30][CH2:29]4)=[CH:27][C:22]=3[O:21][CH3:20])[N:11]=[CH:10][C:9]=2[N:8]([CH3:12])[C:7]1=[O:13])[CH3:15], predict the reactants needed to synthesize it. The reactants are: Cl[C:2]1[N:11]=[CH:10][C:9]2[N:8]([CH3:12])[C:7](=[O:13])[C@@H:6]([CH2:14][CH3:15])[N:5]([CH:16]([CH3:18])[CH3:17])[C:4]=2[N:3]=1.Cl.[CH3:20][O:21][C:22]1[CH:27]=[C:26]([N:28]2[CH2:33][CH2:32][CH:31]([N:34]3[CH2:38][CH2:37][CH2:36][CH2:35]3)[CH2:30][CH2:29]2)[CH:25]=[CH:24][C:23]=1[NH2:39]. (3) Given the product [CH3:17][N:11]([CH2:12][C:13]([O:15][CH3:16])=[O:14])[S:8]([C:5]1[CH:6]=[CH:7][C:2]([CH3:1])=[CH:3][CH:4]=1)(=[O:10])=[O:9], predict the reactants needed to synthesize it. The reactants are: [CH3:1][C:2]1[CH:7]=[CH:6][C:5]([S:8]([NH:11][CH2:12][C:13]([O:15][CH3:16])=[O:14])(=[O:10])=[O:9])=[CH:4][CH:3]=1.[C:17]([O-])([O-])=O.[Cs+].[Cs+].CI.